The task is: Predict the product of the given reaction.. This data is from Forward reaction prediction with 1.9M reactions from USPTO patents (1976-2016). (1) Given the reactants [CH3:1][C:2]1[CH:10]=[C:9]2[C:5]([CH:6]=[C:7]([C:11]3[C:19]4[C:14](=[N:15][CH:16]=[C:17]([C:20]5[CH:21]=[C:22]([NH:26][C:27](=[O:30])[CH:28]=[CH2:29])[CH:23]=[CH:24][CH:25]=5)[N:18]=4)[N:13](C(C4C=CC=CC=4)(C4C=CC=CC=4)C4C=CC=CC=4)[CH:12]=3)[NH:8]2)=[CH:4][CH:3]=1.FC(F)(F)C(O)=O, predict the reaction product. The product is: [CH3:1][C:2]1[CH:10]=[C:9]2[C:5]([CH:6]=[C:7]([C:11]3[C:19]4[C:14](=[N:15][CH:16]=[C:17]([C:20]5[CH:21]=[C:22]([NH:26][C:27](=[O:30])[CH:28]=[CH2:29])[CH:23]=[CH:24][CH:25]=5)[N:18]=4)[NH:13][CH:12]=3)[NH:8]2)=[CH:4][CH:3]=1. (2) Given the reactants C[Al](C)C.[CH:5]([NH:8][C:9]1[CH:14]=[CH:13][CH:12]=[CH:11][CH:10]=1)([CH3:7])[CH3:6].[CH2:15]([N:22]1[CH2:26][C@@H:25]2[C@@H:27]([NH:30][C:31](=O)[O:32]C(C)(C)C)[CH2:28][CH2:29][C@@H:24]2[CH2:23]1)[C:16]1[CH:21]=[CH:20][CH:19]=[CH:18][CH:17]=1, predict the reaction product. The product is: [CH2:15]([N:22]1[CH2:26][C@@H:25]2[C@@H:27]([NH:30][C:31](=[O:32])[N:8]([CH:5]([CH3:7])[CH3:6])[C:9]3[CH:14]=[CH:13][CH:12]=[CH:11][CH:10]=3)[CH2:28][CH2:29][C@@H:24]2[CH2:23]1)[C:16]1[CH:17]=[CH:18][CH:19]=[CH:20][CH:21]=1. (3) Given the reactants Br[C:2]1[CH:7]=[C:6]([Cl:8])[N:5]=[N:4][C:3]=1[NH2:9].[F:10][C:11]([F:24])([F:23])[CH2:12][O:13][C:14]1[C:19](B(O)O)=[CH:18][CH:17]=[CH:16][N:15]=1, predict the reaction product. The product is: [Cl:8][C:6]1[N:5]=[N:4][C:3]([NH2:9])=[C:2]([C:19]2[C:14]([O:13][CH2:12][C:11]([F:23])([F:10])[F:24])=[N:15][CH:16]=[CH:17][CH:18]=2)[CH:7]=1. (4) Given the reactants C([N:8]([CH2:28][C@H:29]([OH:39])[CH2:30][O:31][C:32]1[CH:37]=[CH:36][C:35]([F:38])=[CH:34][CH:33]=1)[CH2:9][CH2:10][C:11]1[CH:16]=[CH:15][C:14]([S:17]([C:20]2[CH:25]=[CH:24][C:23]([O:26][CH3:27])=[CH:22][CH:21]=2)(=[O:19])=[O:18])=[CH:13][CH:12]=1)C1C=CC=CC=1.[ClH:40].CO.[H][H], predict the reaction product. The product is: [ClH:40].[F:38][C:35]1[CH:34]=[CH:33][C:32]([O:31][CH2:30][C@@H:29]([OH:39])[CH2:28][NH:8][CH2:9][CH2:10][C:11]2[CH:16]=[CH:15][C:14]([S:17]([C:20]3[CH:21]=[CH:22][C:23]([O:26][CH3:27])=[CH:24][CH:25]=3)(=[O:18])=[O:19])=[CH:13][CH:12]=2)=[CH:37][CH:36]=1. (5) Given the reactants [Cl-].[Al+3].[Cl-].[Cl-].[C:5]1([CH2:11][CH2:12][CH2:13][CH2:14][CH2:15][CH2:16][CH2:17][CH2:18][OH:19])[CH:10]=[CH:9][CH:8]=[CH:7][CH:6]=1.[Br:20][CH2:21][C:22](Br)=[O:23].Cl, predict the reaction product. The product is: [Br:20][CH2:21][C:22]([C:8]1[CH:9]=[CH:10][C:5]([CH2:11][CH2:12][CH2:13][CH2:14][CH2:15][CH2:16][CH2:17][CH2:18][OH:19])=[CH:6][CH:7]=1)=[O:23].